This data is from KCNQ2 potassium channel screen with 302,405 compounds. The task is: Binary Classification. Given a drug SMILES string, predict its activity (active/inactive) in a high-throughput screening assay against a specified biological target. (1) The molecule is O(C(C(=O)NC(Cc1c2c([nH]c1)ccc(O)c2)C(O)=O)C)c1c(c2oc(=O)c3c(c2cc1)ccc(OC)c3)C. The result is 0 (inactive). (2) The molecule is O=C(NCC(=O)Nc1c(O)cc(cc1)C)CC12CC3CC(C2)CC(C1)C3. The result is 1 (active). (3) The drug is s1c2n(c3c1cccc3)c(=O)cc(n2)COC(=O)Cc1c2c(oc1)cc(cc2)C. The result is 0 (inactive). (4) The drug is O(CCn1c2c(n(CCCC)c(=O)[nH]c2=O)nc1c1ccncc1)C. The result is 0 (inactive). (5) The compound is S=C(N(Cc1cc2c([nH]c1=O)ccc(c2)C)CCN(C)C)Nc1cc(ccc1)C. The result is 0 (inactive). (6) The molecule is O=C(N\N=C\C1CCC=CC1)c1c(O)cccc1. The result is 0 (inactive). (7) The molecule is Clc1c2n(nc1C(=O)NCCC)c(cc(n2)c1ccccc1)C(F)(F)F. The result is 0 (inactive). (8) The molecule is O=C(n1c2c(c3nc4c(nc13)cccc4)cccc2)C. The result is 0 (inactive). (9) The molecule is Clc1cc(N2CCN(CC2)C(=O)Cn2ncn3c(c2=O)ccc3)c(cc1)C. The result is 0 (inactive). (10) The drug is Clc1c(c(N(S(=O)(=O)C)CC(O)=O)ccc1)C. The result is 0 (inactive).